This data is from Full USPTO retrosynthesis dataset with 1.9M reactions from patents (1976-2016). The task is: Predict the reactants needed to synthesize the given product. Given the product [CH3:1][O:2][C:3](=[O:21])[CH2:4][CH2:5][CH:6]([NH:13][C:14]([O:16][C:17]([CH3:19])([CH3:18])[CH3:20])=[O:15])[CH:7]1[CH2:8][CH2:9][CH2:10][CH2:11][CH2:12]1, predict the reactants needed to synthesize it. The reactants are: [CH3:1][O:2][C:3](=[O:21])[CH:4]=[CH:5][CH:6]([NH:13][C:14]([O:16][C:17]([CH3:20])([CH3:19])[CH3:18])=[O:15])[CH:7]1[CH2:12][CH2:11][CH2:10][CH2:9][CH2:8]1.